This data is from Full USPTO retrosynthesis dataset with 1.9M reactions from patents (1976-2016). The task is: Predict the reactants needed to synthesize the given product. (1) Given the product [Cl:1][C:2]1[N:6]=[C:5]([NH:7][C:8]2[CH:9]=[C:10]([C:14]3[C:15]4[C:22]([C:23]([O:25][CH2:26][CH3:27])=[O:24])=[CH:21][NH:20][C:16]=4[N:17]=[CH:18][N:19]=3)[CH:11]=[CH:12][CH:13]=2)[S:4][N:3]=1, predict the reactants needed to synthesize it. The reactants are: [Cl:1][C:2]1[N:6]=[C:5]([NH:7][C:8]2[CH:9]=[C:10]([C:14]3[C:15]4[C:22]([C:23]([O:25][CH2:26][CH3:27])=[O:24])=[CH:21][N:20](COCC[Si](C)(C)C)[C:16]=4[N:17]=[CH:18][N:19]=3)[CH:11]=[CH:12][CH:13]=2)[S:4][N:3]=1.C(=O)([O-])[O-].[K+].[K+]. (2) Given the product [OH:14][CH2:13][C:10]1[CH:11]=[N:12][C:3]2[N:2]([CH3:1])[CH2:7][C:6](=[O:8])[NH:5][C:4]=2[CH:9]=1, predict the reactants needed to synthesize it. The reactants are: [CH3:1][N:2]1[CH2:7][C:6](=[O:8])[NH:5][C:4]2[CH:9]=[C:10]([C:13](OC)=[O:14])[CH:11]=[N:12][C:3]1=2.[H-].[Na+].[H-].[Al+3].[Li+].[H-].[H-].[H-].CO.